From a dataset of Retrosynthesis with 50K atom-mapped reactions and 10 reaction types from USPTO. Predict the reactants needed to synthesize the given product. (1) The reactants are: Cc1nc2cccc(Cl)c2s1.O=C1CCC(=O)N1Br. Given the product Clc1cccc2nc(CBr)sc12, predict the reactants needed to synthesize it. (2) Given the product O=C(O)C(=O)c1cc(Br)c(Br)s1, predict the reactants needed to synthesize it. The reactants are: CCOC(=O)C(=O)c1cc(Br)c(Br)s1. (3) Given the product Nc1ccc(Br)cc1C(=O)c1ccc(F)cc1, predict the reactants needed to synthesize it. The reactants are: Nc1ccc(Br)cc1.O=C(Cl)c1ccc(F)cc1. (4) The reactants are: Brc1cnc(Nc2cccc(OCc3ccccc3)c2)nc1.CC(C)(C)OC(=O)OC(=O)OC(C)(C)C. Given the product CC(C)(C)OC(=O)N(c1cccc(OCc2ccccc2)c1)c1ncc(Br)cn1, predict the reactants needed to synthesize it. (5) Given the product O=C(O)c1cc2snnc2c(F)c1Nc1ccc(I)cc1F, predict the reactants needed to synthesize it. The reactants are: COC(=O)c1cc2snnc2c(F)c1Nc1ccc(I)cc1F. (6) Given the product COC(=O)c1csc(C)c1, predict the reactants needed to synthesize it. The reactants are: COC(=O)Cl.Cc1cc(Br)cs1.